This data is from Full USPTO retrosynthesis dataset with 1.9M reactions from patents (1976-2016). The task is: Predict the reactants needed to synthesize the given product. (1) The reactants are: [N+:1]([O-:4])([OH:3])=[O:2].[CH2:5](O)[CH2:6][CH2:7][CH2:8][OH:9]. Given the product [N+:1]([O:4][CH2:5][CH2:6][CH2:7][CH2:8][OH:9])([O-:3])=[O:2], predict the reactants needed to synthesize it. (2) Given the product [Cl:15][C:11]1[CH:12]=[C:13]2[C:8](=[CH:9][CH:10]=1)[N:7]([CH2:17][C:18]1[C:27]3[C:22](=[CH:23][CH:24]=[CH:25][CH:26]=3)[CH:21]=[CH:20][CH:19]=1)[C:6]([C:4]([OH:3])=[O:5])=[CH:14]2, predict the reactants needed to synthesize it. The reactants are: C([O:3][C:4]([C:6]1[NH:7][C:8]2[C:13]([CH:14]=1)=[CH:12][C:11]([Cl:15])=[CH:10][CH:9]=2)=[O:5])C.Br[CH2:17][C:18]1[C:27]2[C:22](=[CH:23][CH:24]=[CH:25][CH:26]=2)[CH:21]=[CH:20][CH:19]=1. (3) Given the product [CH2:13]([O:20][C:21]1[CH:26]=[CH:25][C:24]([C@@H:27]2[CH2:7][C@H:28]2[N+:29]([O-:31])=[O:30])=[CH:23][CH:22]=1)[C:14]1[CH:15]=[CH:16][CH:17]=[CH:18][CH:19]=1, predict the reactants needed to synthesize it. The reactants are: [I-].C[S+](C)(C)=O.[CH3:7]C([O-])(C)C.[K+].[CH2:13]([O:20][C:21]1[CH:26]=[CH:25][C:24](/[CH:27]=[CH:28]/[N+:29]([O-:31])=[O:30])=[CH:23][CH:22]=1)[C:14]1[CH:19]=[CH:18][CH:17]=[CH:16][CH:15]=1.O.